From a dataset of Forward reaction prediction with 1.9M reactions from USPTO patents (1976-2016). Predict the product of the given reaction. (1) The product is: [CH3:20][O:19][C:16]1[CH:15]=[CH:14][C:13]2[C:18](=[C:9]([OH:8])[CH:10]=[CH:11][CH:12]=2)[N:17]=1. Given the reactants C([O:8][C:9]1[CH:10]=[CH:11][CH:12]=[C:13]2[C:18]=1[N:17]=[C:16]([O:19][CH3:20])[CH:15]=[CH:14]2)C1C=CC=CC=1, predict the reaction product. (2) Given the reactants [F:1][C:2]1[N:6]([CH3:7])[N:5]=[C:4]([CH3:8])[C:3]=1[C:9]([NH:11][C:12]1[CH:17]=[CH:16][CH:15]=[CH:14][C:13]=1[C:18]([OH:24])([CH3:23])[CH2:19][CH:20]([CH3:22])[CH3:21])=O.C1(C)C=CC(S(O)(=O)=O)=CC=1.O, predict the reaction product. The product is: [F:1][C:2]1[N:6]([CH3:7])[N:5]=[C:4]([CH3:8])[C:3]=1[C:9]1[O:24][C:18]([CH2:19][CH:20]([CH3:21])[CH3:22])([CH3:23])[C:13]2[CH:14]=[CH:15][CH:16]=[CH:17][C:12]=2[N:11]=1.